From a dataset of Full USPTO retrosynthesis dataset with 1.9M reactions from patents (1976-2016). Predict the reactants needed to synthesize the given product. (1) Given the product [Cl:1][C:2]1[CH:7]=[C:6]([C:8]2[N:12]=[CH:11][N:10](/[CH:13]=[CH:14]\[C:15]3[O:16][CH:21]=[N:18][N:17]=3)[N:9]=2)[CH:5]=[C:4]([O:19][CH3:20])[N:3]=1, predict the reactants needed to synthesize it. The reactants are: [Cl:1][C:2]1[CH:7]=[C:6]([C:8]2[N:12]=[CH:11][N:10](/[CH:13]=[CH:14]\[C:15]([NH:17][NH2:18])=[O:16])[N:9]=2)[CH:5]=[C:4]([O:19][CH3:20])[N:3]=1.[CH:21](OC)(OC)OC.CS(O)(=O)=O.CCOC(C)=O.CCCCCC. (2) Given the product [C:1]([O:5][C:6](=[O:7])[NH:8][CH2:9][C:10](=[O:12])[N:23]1[CH2:29][CH2:30][CH2:31][CH2:26][CH2:27]1)([CH3:2])([CH3:3])[CH3:4], predict the reactants needed to synthesize it. The reactants are: [C:1]([O:5][C:6]([NH:8][CH2:9][C:10]([OH:12])=O)=[O:7])([CH3:4])([CH3:3])[CH3:2].C(N(C(C)C)C(C)C)C.O[N:23]1[C:27]2C=[CH:29][CH:30]=[CH:31][C:26]=2N=N1.N1CCCCC1.C(N=C=NCCCN(C)C)C. (3) Given the product [CH2:24]([NH:28][C:2]1[N:7]2[N:8]=[C:9]([C:17]3[CH:22]=[CH:21][C:20]([F:23])=[CH:19][CH:18]=3)[C:10]([C:11]3[CH:16]=[CH:15][N:14]=[CH:13][CH:12]=3)=[C:6]2[CH:5]=[CH:4][CH:3]=1)[CH2:25][CH2:26][CH3:27], predict the reactants needed to synthesize it. The reactants are: Cl[C:2]1[N:7]2[N:8]=[C:9]([C:17]3[CH:22]=[CH:21][C:20]([F:23])=[CH:19][CH:18]=3)[C:10]([C:11]3[CH:16]=[CH:15][N:14]=[CH:13][CH:12]=3)=[C:6]2[CH:5]=[CH:4][CH:3]=1.[CH2:24]([NH2:28])[CH2:25][CH2:26][CH3:27]. (4) Given the product [F:37][C:38]1[CH:39]=[CH:40][C:41]([O:42][C:43]2[CH:51]=[CH:50][C:46]([C:47]3[N:49]=[C:10]([C:13]([NH2:18])=[O:25])[CH:9]=[CH:8][N:48]=3)=[CH:45][CH:44]=2)=[CH:52][CH:53]=1, predict the reactants needed to synthesize it. The reactants are: FC1C=CC(OC2C=C[C:10]([C:13]3[N:18]=C(C)C=CN=3)=[CH:9][CH:8]=2)=CC=1.CC(C)([O-:25])C.[K+].C1COCC1.C(O)(=O)C.[F:37][C:38]1[CH:53]=[CH:52][C:41]([O:42][C:43]2[CH:51]=[CH:50][C:46]([C:47]([NH2:49])=[NH:48])=[CH:45][CH:44]=2)=[CH:40][CH:39]=1.COC(OC)CC(=O)C. (5) Given the product [OH:8][C:6]1[CH:7]=[C:2]2[C:3]([C:9](=[O:11])[CH:10]=[CH:12][O:1]2)=[CH:4][CH:5]=1, predict the reactants needed to synthesize it. The reactants are: [OH:1][C:2]1[CH:7]=[C:6]([OH:8])[CH:5]=[CH:4][C:3]=1[C:9](=[O:11])[CH3:10].[CH2:12](OC(OCC)OCC)C.Cl(O)(=O)(=O)=O. (6) The reactants are: [O:1]1[C:5]2[CH:6]=[CH:7][C:8]([C:10]3([C:13]([NH:15][C:16]4[CH:17]=[C:18]5[C:22](=[CH:23][CH:24]=4)[NH:21][C:20]([C:25](O)=[O:26])=[CH:19]5)=[O:14])[CH2:12][CH2:11]3)=[CH:9][C:4]=2[O:3][CH2:2]1.[CH3:28][C:29]([NH2:32])([CH3:31])[CH3:30].C(N(CC)CC)C. Given the product [O:1]1[C:5]2[CH:6]=[CH:7][C:8]([C:10]3([C:13]([NH:15][C:16]4[CH:17]=[C:18]5[C:22](=[CH:23][CH:24]=4)[NH:21][C:20]([C:25]([NH:32][C:29]([CH3:31])([CH3:30])[CH3:28])=[O:26])=[CH:19]5)=[O:14])[CH2:12][CH2:11]3)=[CH:9][C:4]=2[O:3][CH2:2]1, predict the reactants needed to synthesize it. (7) Given the product [OH:65][C:58]1[C:57]([CH2:56][NH:55][C:19]([C:3]2[C:4]3=[N:5][CH:6]=[CH:7][CH:8]=[C:9]3[N:10]([CH:11]([C:13]3[CH:18]=[CH:17][CH:16]=[CH:15][CH:14]=3)[CH3:12])[C:2]=2[CH3:1])=[O:21])=[C:62]([CH3:63])[CH:61]=[C:60]([CH3:64])[N:59]=1, predict the reactants needed to synthesize it. The reactants are: [CH3:1][C:2]1[N:10]([CH:11]([C:13]2[CH:18]=[CH:17][CH:16]=[CH:15][CH:14]=2)[CH3:12])[C:9]2[C:4](=[N:5][CH:6]=[CH:7][CH:8]=2)[C:3]=1[C:19]([OH:21])=O.C[NH3+].F[P-](F)(F)(F)(F)F.N1(OC(N(C)C)=[N+](C)C)C2N=CC=CC=2N=N1.F[P-](F)(F)(F)(F)F.[NH2:55][CH2:56][C:57]1[C:58]([OH:65])=[N:59][C:60]([CH3:64])=[CH:61][C:62]=1[CH3:63].C(N(CC)CC)C. (8) Given the product [NH:19]1[CH2:20][CH2:21][CH2:22][C@H:17]([NH:16][C:14]([C:3]2[S:4][C:5]([C:7]3[CH:8]=[CH:9][C:10]([Cl:13])=[CH:11][CH:12]=3)=[CH:6][C:2]=2[NH:1][C:41]([NH:40][C:34]2[CH:35]=[CH:36][C:37]([O:38][CH3:39])=[C:32]([O:31][CH3:30])[CH:33]=2)=[O:42])=[O:15])[CH2:18]1, predict the reactants needed to synthesize it. The reactants are: [NH2:1][C:2]1[CH:6]=[C:5]([C:7]2[CH:12]=[CH:11][C:10]([Cl:13])=[CH:9][CH:8]=2)[S:4][C:3]=1[C:14]([NH:16][C@H:17]1[CH2:22][CH2:21][CH2:20][N:19](C(OC(C)(C)C)=O)[CH2:18]1)=[O:15].[CH3:30][O:31][C:32]1[CH:33]=[C:34]([N:40]=[C:41]=[O:42])[CH:35]=[CH:36][C:37]=1[O:38][CH3:39]. (9) Given the product [C:20]([N:1]1[C:9]2[C:4](=[CH:5][CH:6]=[CH:7][CH:8]=2)[C:3]([C:10]([NH2:12])=[O:11])=[N:2]1)(=[O:22])[CH3:21], predict the reactants needed to synthesize it. The reactants are: [NH:1]1[C:9]2[C:4](=[CH:5][CH:6]=[CH:7][CH:8]=2)[C:3]([C:10]([NH2:12])=[O:11])=[N:2]1.C(N(CC)CC)C.[C:20](Cl)(=[O:22])[CH3:21]. (10) Given the product [F:28][C:25]1[CH:26]=[CH:27][C:22]([C:11]2[N:7]([CH:2]3[CH2:3][CH2:4][CH2:5][CH2:6][O:1]3)[N:8]=[CH:9][CH:10]=2)=[N:23][CH:24]=1, predict the reactants needed to synthesize it. The reactants are: [O:1]1[CH2:6][CH2:5][CH2:4][CH2:3][CH:2]1[N:7]1[C:11](B2OC(C)(C)C(C)(C)O2)=[CH:10][CH:9]=[N:8]1.Br[C:22]1[CH:27]=[CH:26][C:25]([F:28])=[CH:24][N:23]=1.C([O-])([O-])=O.[Na+].[Na+].O.